Dataset: Full USPTO retrosynthesis dataset with 1.9M reactions from patents (1976-2016). Task: Predict the reactants needed to synthesize the given product. (1) Given the product [C:33]([O:32][C:30]([NH:29][C@@H:7]([CH2:8][CH2:9][CH:10]([CH2:14][C:15]1[CH:20]=[CH:19][C:18]([OH:21])=[CH:17][N:16]=1)[C:22]([O:24][C:25]([CH3:26])([CH3:27])[CH3:28])=[O:23])[C:6]([O:5][C:1]([CH3:4])([CH3:2])[CH3:3])=[O:37])=[O:31])([CH3:34])([CH3:35])[CH3:36], predict the reactants needed to synthesize it. The reactants are: [C:1]([O:5][C:6](=[O:37])[C@@H:7]([NH:29][C:30]([O:32][C:33]([CH3:36])([CH3:35])[CH3:34])=[O:31])[CH2:8][CH2:9][C:10]([C:22]([O:24][C:25]([CH3:28])([CH3:27])[CH3:26])=[O:23])([CH2:14][C:15]1[CH:20]=[CH:19][C:18]([OH:21])=[CH:17][N:16]=1)C(O)=O)([CH3:4])([CH3:3])[CH3:2]. (2) Given the product [CH:1]1([C:4]2[NH:8][N:7]=[C:6]([NH:9][C:10]3[C:11]([F:21])=[C:12]([NH:22][C@H:23]([C:26]4[CH:31]=[CH:30][C:29]([F:32])=[CH:28][CH:27]=4)[CH2:24][OH:25])[C:13]([F:19])=[CH:14][C:15]=3[N+:16]([O-:18])=[O:17])[CH:5]=2)[CH2:2][CH2:3]1, predict the reactants needed to synthesize it. The reactants are: [CH:1]1([C:4]2[NH:8][N:7]=[C:6]([NH:9][C:10]3[C:15]([N+:16]([O-:18])=[O:17])=[CH:14][C:13]([F:19])=[C:12](F)[C:11]=3[F:21])[CH:5]=2)[CH2:3][CH2:2]1.[NH2:22][C@H:23]([C:26]1[CH:31]=[CH:30][C:29]([F:32])=[CH:28][CH:27]=1)[CH2:24][OH:25].CCN(C(C)C)C(C)C. (3) Given the product [CH3:12][O:11][C:4]1[CH:3]=[C:2]([NH:25][C@H:22]2[CH2:23][CH2:24][N:20]([C:18]([O:17][C:13]([CH3:16])([CH3:15])[CH3:14])=[O:19])[CH2:21]2)[CH:7]=[CH:6][C:5]=1[N+:8]([O-:10])=[O:9], predict the reactants needed to synthesize it. The reactants are: F[C:2]1[CH:7]=[CH:6][C:5]([N+:8]([O-:10])=[O:9])=[C:4]([O:11][CH3:12])[CH:3]=1.[C:13]([O:17][C:18]([N:20]1[CH2:24][CH2:23][C@H:22]([NH2:25])[CH2:21]1)=[O:19])([CH3:16])([CH3:15])[CH3:14]. (4) Given the product [C:1]([O:5][C:6]([N:8]1[C:16]2[C:11](=[CH:12][C:13]([C:17]([O:19][CH3:20])=[O:18])=[CH:14][CH:15]=2)[CH2:10][CH2:9]1)=[O:7])([CH3:4])([CH3:3])[CH3:2], predict the reactants needed to synthesize it. The reactants are: [C:1]([O:5][C:6]([N:8]1[C:16]2[C:11](=[CH:12][C:13]([C:17]([O:19][CH3:20])=[O:18])=[CH:14][CH:15]=2)[CH:10]=[CH:9]1)=[O:7])([CH3:4])([CH3:3])[CH3:2].[H][H].